From a dataset of Catalyst prediction with 721,799 reactions and 888 catalyst types from USPTO. Predict which catalyst facilitates the given reaction. Reactant: Cl[C:2]1[CH:7]=[CH:6][N:5]=[CH:4][C:3]=1[N+:8]([O-])=O.[N:11]1[CH:16]=[CH:15][C:14](B(O)O)=[CH:13][CH:12]=1.C1(P(C2C=CC=CC=2)C2C=CC=CC=2)C=CC=CC=1.[O-]P([O-])([O-])=O.[K+].[K+].[K+]. Product: [N:5]1[CH:6]=[CH:7][C:2]([C:14]2[CH:15]=[CH:16][N:11]=[CH:12][CH:13]=2)=[C:3]([NH2:8])[CH:4]=1. The catalyst class is: 505.